From a dataset of CYP1A2 inhibition data for predicting drug metabolism from PubChem BioAssay. Regression/Classification. Given a drug SMILES string, predict its absorption, distribution, metabolism, or excretion properties. Task type varies by dataset: regression for continuous measurements (e.g., permeability, clearance, half-life) or binary classification for categorical outcomes (e.g., BBB penetration, CYP inhibition). Dataset: cyp1a2_veith. (1) The drug is CC(C)CNS(=O)(=O)c1cc(C(=O)N2CC(C)OC(C)C2)c(Cl)cc1Cl. The result is 0 (non-inhibitor). (2) The drug is CC(=O)c1cc2c(cc1NC(=O)CCCC(=O)O)OCO2. The result is 0 (non-inhibitor). (3) The molecule is Cc1ccc(CNC(=O)Cn2c(=O)oc3ccccc32)o1. The result is 1 (inhibitor). (4) The molecule is CCOc1c2ccc(C(=O)NCc3ccccc3)cc2nn1CCOC. The result is 0 (non-inhibitor). (5) The result is 0 (non-inhibitor). The compound is COCC(=O)N1CCC[C@@]2(CCN(c3ncccn3)C2)C1. (6) The drug is CC(=O)N1CCC2(CC1)CCN(c1cccc(-c3ccccc3)c1)CC2. The result is 1 (inhibitor). (7) The compound is C[C@H]1COC(=O)CC=C[C@@H](C)[C@@H]2C=C[C@H](O)[C@@H](COC1=O)O2. The result is 0 (non-inhibitor). (8) The molecule is C=CCn1c(SC(C)C(=O)NCc2ccc3c(c2)OCO3)nc2scc(-c3ccccc3)c2c1=O. The result is 1 (inhibitor).